Dataset: Peptide-MHC class I binding affinity with 185,985 pairs from IEDB/IMGT. Task: Regression. Given a peptide amino acid sequence and an MHC pseudo amino acid sequence, predict their binding affinity value. This is MHC class I binding data. (1) The binding affinity (normalized) is 0.0847. The peptide sequence is KFKPRFAGV. The MHC is HLA-B51:01 with pseudo-sequence HLA-B51:01. (2) The peptide sequence is RLRAEAQVK. The MHC is HLA-B57:01 with pseudo-sequence HLA-B57:01. The binding affinity (normalized) is 0.